From a dataset of Forward reaction prediction with 1.9M reactions from USPTO patents (1976-2016). Predict the product of the given reaction. The product is: [F:16][C:17]([F:30])([F:29])[S:18]([O:21][Si:5]([CH2:1][CH2:2][CH2:3][CH3:4])([CH3:15])[CH3:14])(=[O:20])=[O:19]. Given the reactants [CH2:1]([Si:5]([CH3:15])([CH3:14])N[Si:5]([CH3:15])([CH3:14])[CH2:1][CH2:2][CH2:3][CH3:4])[CH2:2][CH2:3][CH3:4].[F:16][C:17]([F:30])([F:29])[S:18]([O:21]S(C(F)(F)F)(=O)=O)(=[O:20])=[O:19], predict the reaction product.